From a dataset of Full USPTO retrosynthesis dataset with 1.9M reactions from patents (1976-2016). Predict the reactants needed to synthesize the given product. Given the product [CH3:48][O:49][C:50](=[O:51])[C:26]1[CH:25]=[CH:28][C:29]([Br:1])=[CH:30][CH:31]=1, predict the reactants needed to synthesize it. The reactants are: [Br:1]C1SC(C)=C(C2C=CC(C(NC3C(F)=CC=CC=3F)=O)=CC=2)N=1.[CH3:25][C:26]1[CH:31]=[CH:30][C:29](B2OC(C)(C)C(C)(C)O2)=[CH:28]N=1.C([O-])([O-])=O.[Na+].[Na+].C[CH2:48][O:49][C:50](C)=[O:51].